This data is from Forward reaction prediction with 1.9M reactions from USPTO patents (1976-2016). The task is: Predict the product of the given reaction. Given the reactants [F:1][C:2]([F:13])([F:12])[C:3]([NH:5][C:6]1[CH:7]=[N:8][O:9][C:10]=1[CH3:11])=O, predict the reaction product. The product is: [F:1][C:2]([F:13])([F:12])[C:3]1[NH:8][CH:7]=[C:6]([C:10](=[O:9])[CH3:11])[N:5]=1.